From a dataset of Catalyst prediction with 721,799 reactions and 888 catalyst types from USPTO. Predict which catalyst facilitates the given reaction. (1) Reactant: [C:1]([CH:3]1[CH2:6][N:5]([C:7](=[O:41])[C@H:8]([NH:10][C:11]([C:13]2[C:21]3[C:16](=[N:17][CH:18]=[C:19]([C:22]4[C:30]5[C:25](=[CH:26][C:27]([Cl:31])=[CH:28][CH:29]=5)[N:24]([CH3:32])[CH:23]=4)[N:20]=3)[N:15](COCC[Si](C)(C)C)[CH:14]=2)=[O:12])[CH3:9])[CH2:4]1)#[N:2].FC(F)(F)C(O)=O.C(N)CN. Product: [C:1]([CH:3]1[CH2:6][N:5]([C:7](=[O:41])[C@H:8]([NH:10][C:11]([C:13]2[C:21]3[C:16](=[N:17][CH:18]=[C:19]([C:22]4[C:30]5[C:25](=[CH:26][C:27]([Cl:31])=[CH:28][CH:29]=5)[N:24]([CH3:32])[CH:23]=4)[N:20]=3)[NH:15][CH:14]=2)=[O:12])[CH3:9])[CH2:4]1)#[N:2]. The catalyst class is: 4. (2) Reactant: [F:1][C:2]1[CH:7]=[CH:6][C:5]([C:8]2[CH:12]=[C:11]([CH2:13][CH2:14][OH:15])[NH:10][N:9]=2)=[CH:4][CH:3]=1.C1C(=O)N([I:23])C(=O)C1. Product: [F:1][C:2]1[CH:3]=[CH:4][C:5]([C:8]2[C:12]([I:23])=[C:11]([CH2:13][CH2:14][OH:15])[NH:10][N:9]=2)=[CH:6][CH:7]=1. The catalyst class is: 3. (3) Reactant: [C:1]([O:5][C:6]([N:8]1[CH2:13][CH:12]=[C:11]([C:14]2[CH:19]=[CH:18][CH:17]=[C:16]([N+:20]([O-])=O)[CH:15]=2)[CH2:10][CH2:9]1)=[O:7])([CH3:4])([CH3:3])[CH3:2].C(OCC)C. Product: [C:1]([O:5][C:6]([N:8]1[CH2:13][CH2:12][CH:11]([C:14]2[CH:19]=[CH:18][CH:17]=[C:16]([NH2:20])[CH:15]=2)[CH2:10][CH2:9]1)=[O:7])([CH3:4])([CH3:2])[CH3:3]. The catalyst class is: 19. (4) Reactant: [CH3:1][O:2][C:3](=[O:20])[C:4]1[CH:9]=[C:8]([C:10]2[N:11]=[N:12][NH:13][N:14]=2)[N:7]=[C:6]([NH:15][C@H:16]([CH2:18][CH3:19])[CH3:17])[CH:5]=1.C(=O)([O-])[O-].[K+].[K+].I[CH2:28][CH3:29]. Product: [CH3:1][O:2][C:3](=[O:20])[C:4]1[CH:9]=[C:8]([C:10]2[N:14]([CH2:28][CH3:29])[N:13]=[N:12][N:11]=2)[N:7]=[C:6]([NH:15][C@H:16]([CH2:18][CH3:19])[CH3:17])[CH:5]=1. The catalyst class is: 39. (5) Reactant: [O:1]1[CH2:6][CH2:5][CH:4]([CH2:7][C:8]([O:10][CH3:11])=[O:9])[CH2:3][CH2:2]1.[Li+].CC([N-]C(C)C)C.C[Si](Cl)(C)C.[Br:25]N1C(=O)CCC1=O. Product: [Br:25][CH:7]([CH:4]1[CH2:5][CH2:6][O:1][CH2:2][CH2:3]1)[C:8]([O:10][CH3:11])=[O:9]. The catalyst class is: 1. (6) Product: [Br:9][C:3]1[CH:4]=[CH:5][C:6]([NH2:8])=[N:7][C:2]=1[F:1]. The catalyst class is: 22. Reactant: [F:1][C:2]1[N:7]=[C:6]([NH2:8])[CH:5]=[CH:4][CH:3]=1.[Br:9]N1C(=O)CCC1=O.C(Cl)Cl.[OH-].[Na+]. (7) Reactant: C([O:3][C:4]([C:6]1[CH:7]([C:20]([F:23])([F:22])[F:21])[O:8][C:9]2[C:14]([CH:15]=1)=[CH:13][C:12]([Cl:16])=[CH:11][C:10]=2[C:17]#[C:18][CH3:19])=[O:5])C.C1COCC1.CCO.O.Cl. Product: [Cl:16][C:12]1[CH:13]=[C:14]2[C:9](=[C:10]([C:17]#[C:18][CH3:19])[CH:11]=1)[O:8][CH:7]([C:20]([F:23])([F:21])[F:22])[C:6]([C:4]([OH:5])=[O:3])=[CH:15]2. The catalyst class is: 6.